Dataset: Reaction yield outcomes from USPTO patents with 853,638 reactions. Task: Predict the reaction yield, written as a fraction of the theoretical maximum amount of product (1.0 means a 100% yield; for example, 0.34 means a 34% yield). (1) The reactants are [C:1]([Cl:6])(=[O:5])[C:2](Cl)=[O:3].COC[CH2:10][O:11][CH2:12][CH2:13][O:14][CH2:15][CH2:16][O:17][CH2:18][C:19](O)=O.[C:22]1(C)C=CC=CC=1. The catalyst is N1C=CC=CC=1. The product is [CH3:10][O:11][CH2:12][CH2:13][O:14][CH2:15][CH2:16][O:17][CH2:18][CH2:19][CH2:22][O:3][CH2:2][C:1]([Cl:6])=[O:5]. The yield is 0.990. (2) The reactants are [CH2:1]([O:8][C:9]([CH2:11][N:12]1[C:17]([C:18]2[CH:23]=[CH:22][CH:21]=[C:20]([N+:24]([O-])=O)[CH:19]=2)=[C:16]([Cl:27])[N:15]=[C:14]([Cl:28])[C:13]1=[O:29])=[O:10])[C:2]1[CH:7]=[CH:6][CH:5]=[CH:4][CH:3]=1.CCOC(C)=O.Cl. The catalyst is CCO.[Fe]. The product is [ClH:27].[CH2:1]([O:8][C:9]([CH2:11][N:12]1[C:17]([C:18]2[CH:23]=[CH:22][CH:21]=[C:20]([NH2:24])[CH:19]=2)=[C:16]([Cl:27])[N:15]=[C:14]([Cl:28])[C:13]1=[O:29])=[O:10])[C:2]1[CH:7]=[CH:6][CH:5]=[CH:4][CH:3]=1. The yield is 0.800. (3) The reactants are Br[C:2]1[CH:3]=[C:4]2[C:9](=[CH:10][CH:11]=1)[N:8]=[CH:7][NH:6][C:5]2=[O:12].[C:13]1(B(O)O)[C:22]2[C:17](=[CH:18][CH:19]=[CH:20][CH:21]=2)[CH:16]=[CH:15][CH:14]=1.C(=O)([O-])[O-].[K+].[K+].C1(P(C2C=CC=CC=2)C2C=CC=CC=2)C=CC=CC=1.C(=O)(O)[O-]. The catalyst is CN(C)C(=O)C.C(O)C.O.C1C=CC(/C=C/C(/C=C/C2C=CC=CC=2)=O)=CC=1.C1C=CC(/C=C/C(/C=C/C2C=CC=CC=2)=O)=CC=1.C1C=CC(/C=C/C(/C=C/C2C=CC=CC=2)=O)=CC=1.[Pd].[Pd].C(Cl)Cl. The product is [CH:21]1[C:22]2[C:17](=[CH:16][CH:15]=[CH:14][CH:13]=2)[CH:18]=[CH:19][C:20]=1[C:2]1[CH:3]=[C:4]2[C:9](=[CH:10][CH:11]=1)[N:8]=[CH:7][NH:6][C:5]2=[O:12]. The yield is 0.460. (4) The reactants are [C:1]([O:5][C:6](=[O:26])[C:7]1[CH:12]=[CH:11][C:10](F)=[CH:9][C:8]=1[N:14]([C@@H:21]([CH3:25])[CH2:22][O:23][CH3:24])[C:15](=[O:20])[C:16]([F:19])([F:18])[F:17])([CH3:4])([CH3:3])[CH3:2].[CH3:27][N:28]1[CH2:33][CH2:32][NH:31][CH2:30][CH2:29]1. The catalyst is O1CCCC1. The product is [C:1]([O:5][C:6](=[O:26])[C:7]1[CH:12]=[CH:11][C:10]([N:31]2[CH2:32][CH2:33][N:28]([CH3:27])[CH2:29][CH2:30]2)=[CH:9][C:8]=1[N:14]([C@@H:21]([CH3:25])[CH2:22][O:23][CH3:24])[C:15](=[O:20])[C:16]([F:19])([F:18])[F:17])([CH3:4])([CH3:3])[CH3:2]. The yield is 0.840.